From a dataset of NCI-60 drug combinations with 297,098 pairs across 59 cell lines. Regression. Given two drug SMILES strings and cell line genomic features, predict the synergy score measuring deviation from expected non-interaction effect. (1) Drug 1: CS(=O)(=O)C1=CC(=C(C=C1)C(=O)NC2=CC(=C(C=C2)Cl)C3=CC=CC=N3)Cl. Drug 2: C1CN(CCN1C(=O)CCBr)C(=O)CCBr. Cell line: SNB-75. Synergy scores: CSS=15.6, Synergy_ZIP=-1.74, Synergy_Bliss=2.96, Synergy_Loewe=-6.94, Synergy_HSA=0.962. (2) Drug 1: C1=NC2=C(N=C(N=C2N1C3C(C(C(O3)CO)O)O)F)N. Drug 2: CN(CCCl)CCCl.Cl. Cell line: SF-295. Synergy scores: CSS=21.9, Synergy_ZIP=-7.41, Synergy_Bliss=-7.66, Synergy_Loewe=-12.4, Synergy_HSA=-3.23. (3) Drug 1: CC1C(C(=O)NC(C(=O)N2CCCC2C(=O)N(CC(=O)N(C(C(=O)O1)C(C)C)C)C)C(C)C)NC(=O)C3=C4C(=C(C=C3)C)OC5=C(C(=O)C(=C(C5=N4)C(=O)NC6C(OC(=O)C(N(C(=O)CN(C(=O)C7CCCN7C(=O)C(NC6=O)C(C)C)C)C)C(C)C)C)N)C. Drug 2: CC(C)(C#N)C1=CC(=CC(=C1)CN2C=NC=N2)C(C)(C)C#N. Cell line: KM12. Synergy scores: CSS=21.9, Synergy_ZIP=-8.31, Synergy_Bliss=-4.25, Synergy_Loewe=-6.97, Synergy_HSA=-8.21. (4) Drug 2: CC1=C(C(=O)C2=C(C1=O)N3CC4C(C3(C2COC(=O)N)OC)N4)N. Cell line: NCI-H522. Synergy scores: CSS=44.0, Synergy_ZIP=-4.62, Synergy_Bliss=1.46, Synergy_Loewe=-11.7, Synergy_HSA=2.87. Drug 1: CCN(CC)CCCC(C)NC1=C2C=C(C=CC2=NC3=C1C=CC(=C3)Cl)OC. (5) Drug 1: C1CCC(C(C1)N)N.C(=O)(C(=O)[O-])[O-].[Pt+4]. Drug 2: CC1C(C(CC(O1)OC2CC(CC3=C2C(=C4C(=C3O)C(=O)C5=C(C4=O)C(=CC=C5)OC)O)(C(=O)CO)O)N)O.Cl. Cell line: SK-MEL-2. Synergy scores: CSS=68.7, Synergy_ZIP=-1.81, Synergy_Bliss=-0.0438, Synergy_Loewe=-15.0, Synergy_HSA=0.820. (6) Drug 1: C1=CC(=CC=C1CC(C(=O)O)N)N(CCCl)CCCl.Cl. Drug 2: CN1C2=C(C=C(C=C2)N(CCCl)CCCl)N=C1CCCC(=O)O.Cl. Cell line: RPMI-8226. Synergy scores: CSS=20.3, Synergy_ZIP=-5.02, Synergy_Bliss=2.54, Synergy_Loewe=-18.8, Synergy_HSA=-3.70. (7) Drug 1: C1=CC(=CC=C1CCCC(=O)O)N(CCCl)CCCl. Drug 2: CC1C(C(=O)NC(C(=O)N2CCCC2C(=O)N(CC(=O)N(C(C(=O)O1)C(C)C)C)C)C(C)C)NC(=O)C3=C4C(=C(C=C3)C)OC5=C(C(=O)C(=C(C5=N4)C(=O)NC6C(OC(=O)C(N(C(=O)CN(C(=O)C7CCCN7C(=O)C(NC6=O)C(C)C)C)C)C(C)C)C)N)C. Cell line: CCRF-CEM. Synergy scores: CSS=39.8, Synergy_ZIP=-4.27, Synergy_Bliss=-8.63, Synergy_Loewe=-6.93, Synergy_HSA=-7.12. (8) Drug 1: CC1=C(C=C(C=C1)C(=O)NC2=CC(=CC(=C2)C(F)(F)F)N3C=C(N=C3)C)NC4=NC=CC(=N4)C5=CN=CC=C5. Drug 2: CC1CCC2CC(C(=CC=CC=CC(CC(C(=O)C(C(C(=CC(C(=O)CC(OC(=O)C3CCCCN3C(=O)C(=O)C1(O2)O)C(C)CC4CCC(C(C4)OC)O)C)C)O)OC)C)C)C)OC. Cell line: HS 578T. Synergy scores: CSS=6.45, Synergy_ZIP=0.441, Synergy_Bliss=1.02, Synergy_Loewe=-1.07, Synergy_HSA=-3.63. (9) Drug 1: CC=C1C(=O)NC(C(=O)OC2CC(=O)NC(C(=O)NC(CSSCCC=C2)C(=O)N1)C(C)C)C(C)C. Drug 2: CCN(CC)CCNC(=O)C1=C(NC(=C1C)C=C2C3=C(C=CC(=C3)F)NC2=O)C. Cell line: K-562. Synergy scores: CSS=31.2, Synergy_ZIP=0.157, Synergy_Bliss=5.68, Synergy_Loewe=-50.4, Synergy_HSA=2.29. (10) Drug 1: CN1CCC(CC1)COC2=C(C=C3C(=C2)N=CN=C3NC4=C(C=C(C=C4)Br)F)OC. Drug 2: CS(=O)(=O)OCCCCOS(=O)(=O)C. Cell line: KM12. Synergy scores: CSS=-3.75, Synergy_ZIP=-2.71, Synergy_Bliss=-7.86, Synergy_Loewe=-10.8, Synergy_HSA=-10.7.